Dataset: Reaction yield outcomes from USPTO patents with 853,638 reactions. Task: Predict the reaction yield, written as a fraction of the theoretical maximum amount of product (1.0 means a 100% yield; for example, 0.34 means a 34% yield). (1) The reactants are Cl[C:2]([O:4][CH:5]([CH3:7])[CH3:6])=[O:3].[CH3:8][O:9][C:10]([C:12]1[C:13]([NH2:21])=[C:14]2[C:18](=[CH:19][CH:20]=1)[CH2:17][CH2:16][CH2:15]2)=[O:11].N1C=CC=CC=1.Cl. The catalyst is ClCCl. The product is [CH3:8][O:9][C:10]([C:12]1[C:13]([NH:21][C:2]([O:4][CH:5]([CH3:7])[CH3:6])=[O:3])=[C:14]2[C:18](=[CH:19][CH:20]=1)[CH2:17][CH2:16][CH2:15]2)=[O:11]. The yield is 0.930. (2) The reactants are [CH3:1][C:2]1[O:6][N:5]=[C:4]([C:7]2[CH:12]=[CH:11][CH:10]=[CH:9][CH:8]=2)[C:3]=1[CH2:13][O:14][C:15]1[CH:23]=[CH:22][C:18]([C:19]([OH:21])=O)=[CH:17][N:16]=1.[NH2:24][C@@H:25]([CH2:28][CH3:29])[CH2:26][OH:27]. No catalyst specified. The product is [OH:27][CH2:26][C@@H:25]([NH:24][C:19](=[O:21])[C:18]1[CH:22]=[CH:23][C:15]([O:14][CH2:13][C:3]2[C:4]([C:7]3[CH:8]=[CH:9][CH:10]=[CH:11][CH:12]=3)=[N:5][O:6][C:2]=2[CH3:1])=[N:16][CH:17]=1)[CH2:28][CH3:29]. The yield is 0.850. (3) The reactants are C([Li])CCC.C(NC(C)C)(C)C.[Cl:13][C:14]1[C:19]([Cl:20])=[CH:18][C:17]([C:21]([F:24])([F:23])[F:22])=[CH:16][N:15]=1.ClC1C(Cl)=C([Li])C(C(F)(F)F)=CN=1.[CH3:38][O:39][C:40]1[C:47]([O:48][CH3:49])=[C:46]([O:50][CH3:51])[CH:45]=[C:44]([CH3:52])[C:41]=1[CH:42]=[O:43]. The catalyst is O.C1(C)C=CC=CC=1.C(OCC)C. The product is [CH3:38][O:39][C:40]1[C:47]([O:48][CH3:49])=[C:46]([O:50][CH3:51])[CH:45]=[C:44]([CH3:52])[C:41]=1[CH:42]([C:18]1[C:17]([C:21]([F:24])([F:22])[F:23])=[CH:16][N:15]=[C:14]([Cl:13])[C:19]=1[Cl:20])[OH:43]. The yield is 0.580. (4) The reactants are [Si:1]([O:8][C@@H:9]1[CH2:13][C:12]([C:14]2[CH:19]=[CH:18][CH:17]=[C:16]([F:20])[CH:15]=2)=[N:11][CH2:10]1)([C:4]([CH3:7])([CH3:6])[CH3:5])([CH3:3])[CH3:2].[BH4-].[Na+]. The catalyst is CO.CC(O)=O. The product is [Si:1]([O:8][C@H:9]1[CH2:10][NH:11][C@@H:12]([C:14]2[CH:19]=[CH:18][CH:17]=[C:16]([F:20])[CH:15]=2)[CH2:13]1)([C:4]([CH3:7])([CH3:6])[CH3:5])([CH3:3])[CH3:2]. The yield is 0.771. (5) The reactants are Cl.[F:2][C:3]1[CH:8]=[CH:7][C:6]([NH:9][NH2:10])=[C:5]([CH3:11])[CH:4]=1.C(N(CC)CC)C.FC(F)(F)C(O)=O.[F:26][C:27]([F:46])([F:45])[C:28](=O)[CH2:29][C:30]([C:32]1[CH:42]=[C:41]([CH3:43])[C:35]2[O:36][CH2:37][C:38](=[O:40])[NH:39][C:34]=2[CH:33]=1)=O. The catalyst is CC(O)C.C(OCC)(=O)C. The product is [F:2][C:3]1[CH:8]=[CH:7][C:6]([N:9]2[C:30]([C:32]3[CH:42]=[C:41]([CH3:43])[C:35]4[O:36][CH2:37][C:38](=[O:40])[NH:39][C:34]=4[CH:33]=3)=[CH:29][C:28]([C:27]([F:46])([F:45])[F:26])=[N:10]2)=[C:5]([CH3:11])[CH:4]=1. The yield is 0.450. (6) The reactants are [CH2:1]([C:5]1[C:14]2[CH2:15][C@H:16]([CH3:19])[O:17][CH2:18][C:13]=2[C:12]2[CH2:11][N:10](CC3C=CC(OC)=CC=3)[CH2:9][CH2:8][C:7]=2[N:6]=1)[CH2:2][CH2:3][CH3:4].[Na+].[Cl-]. The catalyst is C(Cl)(Cl)Cl. The product is [CH2:1]([C:5]1[C:14]2[CH2:15][C@H:16]([CH3:19])[O:17][CH2:18][C:13]=2[C:12]2[CH2:11][NH:10][CH2:9][CH2:8][C:7]=2[N:6]=1)[CH2:2][CH2:3][CH3:4]. The yield is 0.630. (7) The reactants are [Cl:1][C:2]1[CH:7]=[C:6](B(O)O)[CH:5]=[C:4]([Cl:11])[N:3]=1.N#N.Br[C:15]1[C:20]([Cl:21])=[CH:19][CH:18]=[CH:17][N:16]=1.C(=O)([O-])[O-].[Na+].[Na+]. The catalyst is COCCOC.C1C=CC(P(C2C=CC=CC=2)[C-]2C=CC=C2)=CC=1.C1C=CC(P(C2C=CC=CC=2)[C-]2C=CC=C2)=CC=1.Cl[Pd]Cl.[Fe+2]. The product is [Cl:1][C:2]1[CH:7]=[C:6]([C:15]2[C:20]([Cl:21])=[CH:19][CH:18]=[CH:17][N:16]=2)[CH:5]=[C:4]([Cl:11])[N:3]=1. The yield is 0.740. (8) The reactants are [C:1]([N:4]1[C:12]2[C:7](=[CH:8][CH:9]=[CH:10][CH:11]=2)[CH2:6][C@@H:5]1[C:13]([OH:15])=[O:14])(=[O:3])[CH3:2].[CH3:16]O. No catalyst specified. The product is [CH3:16][O:14][C:13]([C@@H:5]1[CH2:6][C:7]2[C:12](=[CH:11][CH:10]=[CH:9][CH:8]=2)[N:4]1[C:1](=[O:3])[CH3:2])=[O:15]. The yield is 0.990.